From a dataset of In vitro SARS-CoV-2 activity screen of 1,480 approved drugs from Prestwick library. Binary Classification. Given a drug SMILES string, predict its activity (active/inactive) in a high-throughput screening assay against a specified biological target. The molecule is CN1CCCN=C1/C=C/c1cccc(O)c1.O=C(O)c1cc2ccccc2c(Cc2c(O)c(C(=O)O)cc3ccccc23)c1O. The result is 0 (inactive).